Dataset: Reaction yield outcomes from USPTO patents with 853,638 reactions. Task: Predict the reaction yield, written as a fraction of the theoretical maximum amount of product (1.0 means a 100% yield; for example, 0.34 means a 34% yield). (1) The reactants are [CH2:1]([O:3][C:4](=[O:17])[CH2:5][C:6]1[C:15]2[C:10](=[CH:11][CH:12]=[C:13]([OH:16])[CH:14]=2)[CH:9]=[CH:8][CH:7]=1)[CH3:2].I[CH2:19][CH2:20][CH2:21][CH3:22].C(=O)([O-])[O-].[Cs+].[Cs+].O. The catalyst is CN(C)C=O. The product is [CH2:1]([O:3][C:4](=[O:17])[CH2:5][C:6]1[C:15]2[C:10](=[CH:11][CH:12]=[C:13]([O:16][CH2:19][CH2:20][CH2:21][CH3:22])[CH:14]=2)[CH:9]=[CH:8][CH:7]=1)[CH3:2]. The yield is 0.830. (2) The yield is 0.930. No catalyst specified. The reactants are [NH2:1][C:2]1[C:7]([F:8])=[CH:6][CH:5]=[C:4]([F:9])[C:3]=1[OH:10].Cl[CH2:12][C:13](Cl)=[O:14].C([O-])([O-])=O.[K+].[K+]. The product is [F:8][C:7]1[C:2]2[NH:1][C:13](=[O:14])[CH2:12][O:10][C:3]=2[C:4]([F:9])=[CH:5][CH:6]=1. (3) The reactants are C([O:3][C:4](=[O:30])[C:5]1[CH:10]=[CH:9][CH:8]=[C:7]([CH:11]2[CH2:16][CH2:15][N:14]([C:17](=[O:29])[CH2:18][N:19]3[C:23]([CH3:24])=[CH:22][C:21]([C:25]([F:28])([F:27])[F:26])=[N:20]3)[CH2:13][CH2:12]2)[CH:6]=1)C.[OH-].[Na+]. The catalyst is CO. The product is [CH3:24][C:23]1[N:19]([CH2:18][C:17]([N:14]2[CH2:15][CH2:16][CH:11]([C:7]3[CH:6]=[C:5]([CH:10]=[CH:9][CH:8]=3)[C:4]([OH:30])=[O:3])[CH2:12][CH2:13]2)=[O:29])[N:20]=[C:21]([C:25]([F:28])([F:26])[F:27])[CH:22]=1. The yield is 0.590. (4) The reactants are Cl.[CH3:2][C:3]1[C:11]2[C:6](=[CH:7][CH:8]=[CH:9][CH:10]=2)[NH:5][C:4]=1[C:12]1[CH:13]=[N:14][CH:15]=[CH:16][CH:17]=1.C[Si]([N-][Si](C)(C)C)(C)C.[K+].[C:28]([C:30]1[CH:31]=[C:32]([CH:36]=[CH:37][CH:38]=1)[C:33](Cl)=[O:34])#[N:29]. The catalyst is C1COCC1. The product is [NH4+:5].[OH-:34].[CH3:2][C:3]1[C:11]2[C:6](=[CH:7][CH:8]=[CH:9][CH:10]=2)[N:5]([C:33]([C:32]2[CH:31]=[C:30]([CH:38]=[CH:37][CH:36]=2)[C:28]#[N:29])=[O:34])[C:4]=1[C:12]1[CH:13]=[N:14][CH:15]=[CH:16][CH:17]=1. The yield is 0.00100. (5) The reactants are [Cl:8][CH2:7][C:6](O[C:6](=[O:9])[CH2:7][Cl:8])=[O:9].O[NH:11][C:12](=[NH:21])[CH2:13][C:14]1[CH:19]=[CH:18][CH:17]=[C:16]([I:20])[CH:15]=1. The catalyst is C1(C)C=CC=CC=1. The product is [Cl:8][CH2:7][C:6]1[O:9][N:21]=[C:12]([CH2:13][C:14]2[CH:19]=[CH:18][CH:17]=[C:16]([I:20])[CH:15]=2)[N:11]=1. The yield is 0.480. (6) The reactants are [O:1]1[CH2:6][CH2:5][CH:4]([CH2:7][CH2:8][N:9]2[C:14]3=[N:15][C:16]([Sn](C)(C)C)=[CH:17][N:18]=[C:13]3[NH:12][CH2:11][C:10]2=[O:23])[CH2:3][CH2:2]1.Br[C:25]1[CH:26]=[C:27]2[CH:33]=[CH:32][NH:31][C:28]2=[N:29][CH:30]=1.C1(C)C=CC=CC=1P(C1C=CC=CC=1C)C1C=CC=CC=1C.C(N(CC)CC)C. The catalyst is CN(C)C=O. The product is [NH:31]1[C:28]2=[N:29][CH:30]=[C:25]([C:16]3[N:15]=[C:14]4[N:9]([CH2:8][CH2:7][CH:4]5[CH2:5][CH2:6][O:1][CH2:2][CH2:3]5)[C:10](=[O:23])[CH2:11][NH:12][C:13]4=[N:18][CH:17]=3)[CH:26]=[C:27]2[CH:33]=[CH:32]1. The yield is 0.112.